This data is from Forward reaction prediction with 1.9M reactions from USPTO patents (1976-2016). The task is: Predict the product of the given reaction. (1) Given the reactants [Si]([O:8][CH2:9][CH2:10][CH2:11][O:12][C:13]1[CH:21]=[CH:20][C:16]([C:17]([OH:19])=[O:18])=[CH:15][CH:14]=1)(C(C)(C)C)(C)C.O[C:23]1[CH:28]=[CH:27][C:26]([C:29]2[CH:34]=[CH:33][C:32]([C:35]#[N:36])=[CH:31][CH:30]=2)=[CH:25][CH:24]=1, predict the reaction product. The product is: [C:35]([C:32]1[CH:33]=[CH:34][C:29]([C:26]2[CH:25]=[CH:24][C:23]([O:19][C:17](=[O:18])[C:16]3[CH:15]=[CH:14][C:13]([O:12][CH2:11][CH2:10][CH2:9][OH:8])=[CH:21][CH:20]=3)=[CH:28][CH:27]=2)=[CH:30][CH:31]=1)#[N:36]. (2) Given the reactants C(O)(C(F)(F)F)=O.[CH2:8]([O:10][P:11]([CH2:14][C:15]1[CH:20]=[CH:19][C:18]([NH:21][C:22]2[CH:27]=[C:26]([O:28][C:29]3[C:38]4[C:33](=[CH:34][CH:35]=[CH:36][CH:37]=4)[C:32]([NH:39]C(=O)OC(C)(C)C)=[CH:31][CH:30]=3)[CH:25]=[CH:24][N:23]=2)=[CH:17][C:16]=1[O:47][CH3:48])([CH3:13])=[O:12])[CH3:9], predict the reaction product. The product is: [NH2:39][C:32]1[C:33]2[C:38](=[CH:37][CH:36]=[CH:35][CH:34]=2)[C:29]([O:28][C:26]2[CH:25]=[CH:24][N:23]=[C:22]([NH:21][C:18]3[CH:19]=[CH:20][C:15]([CH2:14][P:11]([CH3:13])(=[O:12])[O:10][CH2:8][CH3:9])=[C:16]([O:47][CH3:48])[CH:17]=3)[CH:27]=2)=[CH:30][CH:31]=1. (3) Given the reactants [CH3:1][O:2][C:3]1[CH:4]=[C:5]([CH:11]([S:16][CH3:17])[CH2:12][N+:13]([O-])=O)[CH:6]=[CH:7][C:8]=1[O:9][CH3:10].[H-].[Al+3].[Li+].[H-].[H-].[H-].[OH-].[Na+].C(=O)([O-])[O-].[K+].[K+], predict the reaction product. The product is: [CH3:1][O:2][C:3]1[CH:4]=[C:5]([CH:11]([S:16][CH3:17])[CH2:12][NH2:13])[CH:6]=[CH:7][C:8]=1[O:9][CH3:10]. (4) The product is: [CH3:6][C:2]([NH:7][C:8](=[O:18])[C:9]1[C:10]([N+:15]([O-:17])=[O:16])=[CH:11][CH:12]=[CH:13][C:14]=1[I:19])([CH3:1])[CH2:3][S:4][CH3:5]. Given the reactants [CH3:1][C:2]([NH:7][C:8](=[O:18])[C:9]1[CH:14]=[CH:13][CH:12]=[CH:11][C:10]=1[N+:15]([O-:17])=[O:16])([CH3:6])[CH2:3][S:4][CH3:5].[I:19]N1C(=O)CCC1=O, predict the reaction product. (5) Given the reactants [CH:1]12[CH2:7][CH:4]([CH:5]=[CH:6]1)[CH2:3][CH:2]2[CH2:8][OH:9].[CH2:10]=[CH2:11], predict the reaction product. The product is: [CH:1]12[CH2:7][CH:4]([CH:5]=[CH:6]1)[CH2:3][CH:2]2[CH2:8][OH:9].[CH2:10]=[CH2:11]. (6) Given the reactants [Cl:1][C:2]1[CH:3]=[C:4]([C:9]2[O:10][C:11](/[CH:14]=[CH:15]/[N+:16]([O-])=O)=[CH:12][CH:13]=2)[CH:5]=[CH:6][C:7]=1[Cl:8].CO.Cl.CO, predict the reaction product. The product is: [ClH:1].[Cl:1][C:2]1[CH:3]=[C:4]([C:9]2[O:10][C:11]([CH2:14][CH2:15][NH2:16])=[CH:12][CH:13]=2)[CH:5]=[CH:6][C:7]=1[Cl:8]. (7) Given the reactants [OH2:1].C.[Se](=O)=O.C([C:9]1[CH:14]=[CH:13][CH:12]=[CH:11][C:10]=1[NH:15][S:16]([C:19]1[CH:24]=[CH:23][CH:22]=[CH:21][CH:20]=1)(=[O:18])=[O:17])(=O)C.[O:25]1[CH2:30][CH2:29][O:28][CH2:27][CH2:26]1, predict the reaction product. The product is: [CH2:26]([O:25][CH:30]([OH:1])[C:29]([C:12]1[CH:11]=[C:10]([NH:15][S:16]([C:19]2[CH:20]=[CH:21][CH:22]=[CH:23][CH:24]=2)(=[O:17])=[O:18])[CH:9]=[CH:14][CH:13]=1)=[O:28])[CH3:27]. (8) Given the reactants [N+:1]([C:4]1[CH:9]=[CH:8][CH:7]=[CH:6][C:5]=1[NH:10][CH:11]1[CH2:16][CH2:15][CH2:14][O:13][CH2:12]1)([O-])=O, predict the reaction product. The product is: [O:13]1[CH2:14][CH2:15][CH2:16][CH:11]([NH:10][C:5]2[C:4]([NH2:1])=[CH:9][CH:8]=[CH:7][CH:6]=2)[CH2:12]1. (9) The product is: [NH2:59][C:58]1[CH:57]=[CH:56][C:55]([CH2:60][CH2:61][OH:62])=[CH:54][C:53]=1[NH:52][C:44]([C:42]1[N:43]=[C:39]([CH2:38][C:36]2[CH:37]=[C:32]([Cl:31])[CH:33]=[CH:34][C:35]=2[O:47][CH2:48][CH:49]([CH3:51])[CH3:50])[S:40][CH:41]=1)=[O:46]. Given the reactants ClC1C=CC(OCC2C=CC=CC=2)=C(CC2SC=C(C(NC3C=CC=CC=3)=O)N=2)C=1.[Cl:31][C:32]1[CH:33]=[CH:34][C:35]([O:47][CH2:48][CH:49]([CH3:51])[CH3:50])=[C:36]([CH2:38][C:39]2[S:40][CH:41]=[C:42]([C:44]([OH:46])=O)[N:43]=2)[CH:37]=1.[NH2:52][C:53]1[CH:54]=[C:55]([CH2:60][CH2:61][OH:62])[CH:56]=[CH:57][C:58]=1[NH2:59], predict the reaction product.